From a dataset of NCI-60 drug combinations with 297,098 pairs across 59 cell lines. Regression. Given two drug SMILES strings and cell line genomic features, predict the synergy score measuring deviation from expected non-interaction effect. (1) Drug 1: CC1=CC2C(CCC3(C2CCC3(C(=O)C)OC(=O)C)C)C4(C1=CC(=O)CC4)C. Drug 2: C1=C(C(=O)NC(=O)N1)F. Cell line: HCT-15. Synergy scores: CSS=42.1, Synergy_ZIP=0.00711, Synergy_Bliss=-2.85, Synergy_Loewe=-14.8, Synergy_HSA=-3.58. (2) Drug 1: C1CC(C1)(C(=O)O)C(=O)O.[NH2-].[NH2-].[Pt+2]. Drug 2: CCCCCOC(=O)NC1=NC(=O)N(C=C1F)C2C(C(C(O2)C)O)O. Cell line: A549. Synergy scores: CSS=3.42, Synergy_ZIP=0.392, Synergy_Bliss=-0.617, Synergy_Loewe=-9.00, Synergy_HSA=-4.15.